This data is from Full USPTO retrosynthesis dataset with 1.9M reactions from patents (1976-2016). The task is: Predict the reactants needed to synthesize the given product. (1) Given the product [CH2:1]([N:3]([CH2:4][CH2:5][N:6]1[C:10](=[O:11])[C:9]2=[CH:12][CH:13]=[CH:14][CH:15]=[C:8]2[C:7]1=[O:16])[CH2:18][CH2:19][OH:20])[CH3:2], predict the reactants needed to synthesize it. The reactants are: [CH2:1]([NH:3][CH2:4][CH2:5][N:6]1[C:10](=[O:11])[C:9]2=[CH:12][CH:13]=[CH:14][CH:15]=[C:8]2[C:7]1=[O:16])[CH3:2].Br[CH2:18][CH2:19][OH:20].C(N(CC)CC)C. (2) Given the product [F:1][C:2]([F:12])([F:13])[C:3]1[CH:4]=[CH:5][C:6]([NH:9][C:10](=[O:11])[NH:14][CH:15]2[CH2:16][CH2:17][N:18]([C:21]([O:23][C:24]([CH3:27])([CH3:26])[CH3:25])=[O:22])[CH2:19][CH2:20]2)=[CH:7][CH:8]=1, predict the reactants needed to synthesize it. The reactants are: [F:1][C:2]([F:13])([F:12])[C:3]1[CH:8]=[CH:7][C:6]([N:9]=[C:10]=[O:11])=[CH:5][CH:4]=1.[NH2:14][CH:15]1[CH2:20][CH2:19][N:18]([C:21]([O:23][C:24]([CH3:27])([CH3:26])[CH3:25])=[O:22])[CH2:17][CH2:16]1. (3) The reactants are: [N:1]1([C:8]([O:10][C:11]([CH3:14])([CH3:13])[CH3:12])=[O:9])[CH2:7][CH2:6][CH2:5][NH:4][CH2:3][CH2:2]1.[C:15]1(=O)[CH2:18][CH2:17][CH2:16]1.C(O[BH-](OC(=O)C)OC(=O)C)(=O)C.[Na+]. Given the product [CH:15]1([N:4]2[CH2:5][CH2:6][CH2:7][N:1]([C:8]([O:10][C:11]([CH3:14])([CH3:13])[CH3:12])=[O:9])[CH2:2][CH2:3]2)[CH2:18][CH2:17][CH2:16]1, predict the reactants needed to synthesize it. (4) Given the product [C:19]([C:17]1[C:16]([O:23][CH:24]([CH3:26])[CH3:25])=[C:15]([CH2:27][C:28]#[CH:29])[C:14]([CH3:34])=[C:13]([C:12]#[C:11][C:8]2[CH:7]=[CH:6][C:5]([CH2:4][C:3]([OH:35])=[O:2])=[CH:10][CH:9]=2)[CH:18]=1)([CH3:22])([CH3:20])[CH3:21], predict the reactants needed to synthesize it. The reactants are: C[O:2][C:3](=[O:35])[CH2:4][C:5]1[CH:10]=[CH:9][C:8]([C:11]#[C:12][C:13]2[CH:18]=[C:17]([C:19]([CH3:22])([CH3:21])[CH3:20])[C:16]([O:23][CH:24]([CH3:26])[CH3:25])=[C:15]([CH2:27][C:28]#[C:29][Si](C)(C)C)[C:14]=2[CH3:34])=[CH:7][CH:6]=1.[OH-].[Li+]. (5) Given the product [CH3:1][O:2][P:3]([CH2:6][C:7]1[CH:12]=[CH:11][CH:10]=[C:9]([NH:14][C:15]2[S:16][C:17]([C:23]3[CH:28]=[CH:27][C:26]([C:29]([OH:32])([CH3:30])[CH3:31])=[CH:25][C:24]=3[F:33])=[CH:18][C:19]=2[C:20]([NH2:22])=[O:21])[N:8]=1)([CH3:5])=[O:4], predict the reactants needed to synthesize it. The reactants are: [CH3:1][O:2][P:3]([CH2:6][C:7]1[CH:12]=[CH:11][CH:10]=[C:9](Br)[N:8]=1)([CH3:5])=[O:4].[NH2:14][C:15]1[S:16][C:17]([C:23]2[CH:28]=[CH:27][C:26]([C:29]([OH:32])([CH3:31])[CH3:30])=[CH:25][C:24]=2[F:33])=[CH:18][C:19]=1[C:20]([NH2:22])=[O:21]. (6) Given the product [Cl:8][C:9]1[CH:14]=[C:13]([O:15][C:16]2[C:25]3[C:20](=[CH:21][C:22]([O:28][CH3:29])=[C:23]([O:26][CH3:27])[CH:24]=3)[N:19]=[CH:18][N:17]=2)[CH:12]=[CH:11][C:10]=1[N:30]([CH2:43][CH3:44])[C:31](=[O:42])[O:32][CH2:33][C:34]1[CH:39]=[CH:38][CH:37]=[CH:36][C:35]=1[O:40][CH3:41], predict the reactants needed to synthesize it. The reactants are: CN(C)C=O.[H-].[Na+].[Cl:8][C:9]1[CH:14]=[C:13]([O:15][C:16]2[C:25]3[C:20](=[CH:21][C:22]([O:28][CH3:29])=[C:23]([O:26][CH3:27])[CH:24]=3)[N:19]=[CH:18][N:17]=2)[CH:12]=[CH:11][C:10]=1[NH:30][C:31](=[O:42])[O:32][CH2:33][C:34]1[CH:39]=[CH:38][CH:37]=[CH:36][C:35]=1[O:40][CH3:41].[CH2:43](I)[CH3:44]. (7) Given the product [Cl:1][C:2]1[NH:3][C:4](=[O:11])[C:5]([CH2:6][OH:7])=[CH:9][CH:10]=1, predict the reactants needed to synthesize it. The reactants are: [Cl:1][C:2]1[CH:10]=[CH:9][C:5]([C:6](O)=[O:7])=[C:4]([OH:11])[N:3]=1.[H-].[H-].[H-].[H-].[Li+].[Al+3]. (8) The reactants are: [C:1]([NH:4][C:5]1[S:6][C:7]([C:10]2[CH:11]=[CH:12][C:13]3[O:19][CH2:18][CH2:17][N:16](C(OC(C)(C)C)=O)[CH2:15][C:14]=3[CH:27]=2)=[CH:8][N:9]=1)(=[O:3])[CH3:2].[ClH:28]. Given the product [ClH:28].[O:19]1[C:13]2[CH:12]=[CH:11][C:10]([C:7]3[S:6][C:5]([NH:4][C:1](=[O:3])[CH3:2])=[N:9][CH:8]=3)=[CH:27][C:14]=2[CH2:15][NH:16][CH2:17][CH2:18]1, predict the reactants needed to synthesize it.